Dataset: Drug-target binding data from BindingDB using Ki measurements. Task: Regression. Given a target protein amino acid sequence and a drug SMILES string, predict the binding affinity score between them. We predict pKi (pKi = -log10(Ki in M); higher means stronger inhibition). Dataset: bindingdb_ki. (1) The small molecule is CN(C)CCCN1c2ccccc2CCc2ccc(Cl)cc21. The target is MLLARMKPQVQPELGGADQ. The pKi is 7.6. (2) The drug is CN(CC(=O)N(C)[C@H](CN1CCCC1)c1ccccc1)c1ccc(Cl)c(Cl)c1. The target protein (Q9UKP6) has sequence MALTPESPSSFPGLAATGSSVPEPPGGPNATLNSSWASPTEPSSLEDLVATGTIGTLLSAMGVVGVVGNAYTLVVTCRSLRAVASMYVYVVNLALADLLYLLSIPFIVATYVTKEWHFGDVGCRVLFGLDFLTMHASIFTLTVMSSERYAAVLRPLDTVQRPKGYRKLLALGTWLLALLLTLPVMLAMRLVRRGPKSLCLPAWGPRAHRAYLTLLFATSIAGPGLLIGLLYARLARAYRRSQRASFKRARRPGARALRLVLGIVLLFWACFLPFWLWQLLAQYHQAPLAPRTARIVNYLTTCLTYGNSCANPFLYTLLTRNYRDHLRGRVRGPGSGGGRGPVPSLQPRARFQRCSGRSLSSCSPQPTDSLVLAPAAPARPAPEGPRAPA. The pKi is 5.6. (3) The compound is ONC=Nc1ccc(N2CCOCC2)c(Cl)c1. The target protein sequence is MKTNFSLATISKNITGSLHVGLVNISGNESTFNCSHKPSDKHLDAIPVLYYIIFAVGFLVNTIVVTLFCCQKGPKKVSSIYIFNLAVADLLLLATLPLWATYYSHRYDWLFGPVMCKLFGSFLTLNMFASIFFITCMSVDRYQSVIYPFLSQRRNPWQASYIVPLVWCMACLSSLPTFYFRDVRTIEYLGVNACIMAFPPEKYAQWSAGIALMKNILGFIIPLIFIATCYFGIRKHLLKTNSYGKNRITRDQVLKMAAAVVLAFIICWLPFHVLTFLDALAWMGVINSCEVIAVIDLALPFAILLGFTNSCINPFLYCFVGNRFQQKLRRVFRVPITWLQGKRENGSCGKSSSLREMETFVS. The pKi is 5.0.